Dataset: Forward reaction prediction with 1.9M reactions from USPTO patents (1976-2016). Task: Predict the product of the given reaction. (1) Given the reactants Br[C:2]1[S:6][C:5]([C:7]([N:9]([C:16]2[CH:21]=[CH:20][CH:19]=[C:18]([O:22][CH3:23])[CH:17]=2)[C:10]2[CH:15]=[CH:14][CH:13]=[CH:12][CH:11]=2)=[O:8])=[CH:4][CH:3]=1.[F:24][C:25]1[C:30]([O:31][CH3:32])=[CH:29][CH:28]=[CH:27][C:26]=1B(O)O, predict the reaction product. The product is: [F:24][C:25]1[C:30]([O:31][CH3:32])=[CH:29][CH:28]=[CH:27][C:26]=1[C:2]1[S:6][C:5]([C:7]([N:9]([C:16]2[CH:21]=[CH:20][CH:19]=[C:18]([O:22][CH3:23])[CH:17]=2)[C:10]2[CH:15]=[CH:14][CH:13]=[CH:12][CH:11]=2)=[O:8])=[CH:4][CH:3]=1. (2) Given the reactants C[O:2][CH:3](OC)[CH:4]([CH3:13])[O:5][CH2:6][C:7]1[CH:12]=[CH:11][CH:10]=[CH:9][N:8]=1.O.S(=O)(=O)(O)O, predict the reaction product. The product is: [N:8]1[CH:9]=[CH:10][CH:11]=[CH:12][C:7]=1[CH2:6][O:5][CH:4]([CH3:13])[CH:3]=[O:2]. (3) Given the reactants FC(F)(F)C1C=C(NC(=O)NC2C=CC(C3SC(CCC(O)=O)=NC=3)=CC=2)C=CC=1.[CH3:31][O:32][C:33]1[CH:38]=[CH:37][CH:36]=[CH:35][C:34]=1[NH:39][C:40](=[O:63])[NH:41][C:42]1[CH:47]=[CH:46][C:45]([C:48]2[O:52][C:51]([CH:53]3[CH2:58][CH2:57][CH:56]([C:59]([O:61]C)=[O:60])[CH2:55][CH2:54]3)=[N:50][CH:49]=2)=[CH:44][CH:43]=1, predict the reaction product. The product is: [CH3:31][O:32][C:33]1[CH:38]=[CH:37][CH:36]=[CH:35][C:34]=1[NH:39][C:40](=[O:63])[NH:41][C:42]1[CH:43]=[CH:44][C:45]([C:48]2[O:52][C:51]([CH:53]3[CH2:54][CH2:55][CH:56]([C:59]([OH:61])=[O:60])[CH2:57][CH2:58]3)=[N:50][CH:49]=2)=[CH:46][CH:47]=1. (4) Given the reactants [C:1]([O:5][C:6]([N:8]1[C:16]2[C:11](=[CH:12][C:13]([CH:17]=[CH2:18])=[CH:14][CH:15]=2)[CH:10]=[CH:9]1)=[O:7])([CH3:4])([CH3:3])[CH3:2].B1C2CCCC1CCC2.C1C[O:31]CC1, predict the reaction product. The product is: [C:1]([O:5][C:6]([N:8]1[C:16]2[C:11](=[CH:12][C:13]([CH2:17][CH2:18][OH:31])=[CH:14][CH:15]=2)[CH:10]=[CH:9]1)=[O:7])([CH3:4])([CH3:3])[CH3:2]. (5) Given the reactants C(OC([N:8]1[CH2:13][CH2:12][N:11]([C:14]2[N:22]([C:23]3[CH:28]=[CH:27][CH:26]=[CH:25][C:24]=3[O:29][CH3:30])[C:21]3[C:20](=[O:31])[N:19]([CH2:32][C:33]([O:35][CH2:36][CH3:37])=[O:34])[C:18](=[O:38])[N:17]([CH3:39])[C:16]=3[N:15]=2)[CH2:10][CH2:9]1)=O)(C)(C)C.[F:40][C:41]([F:46])([F:45])[C:42]([OH:44])=[O:43], predict the reaction product. The product is: [F:40][C:41]([F:46])([F:45])[C:42]([OH:44])=[O:43].[CH2:36]([O:35][C:33](=[O:34])[CH2:32][N:19]1[C:20](=[O:31])[C:21]2[N:22]([C:23]3[CH:28]=[CH:27][CH:26]=[CH:25][C:24]=3[O:29][CH3:30])[C:14]([N:11]3[CH2:12][CH2:13][NH:8][CH2:9][CH2:10]3)=[N:15][C:16]=2[N:17]([CH3:39])[C:18]1=[O:38])[CH3:37]. (6) Given the reactants F[C:2]1[CH:9]=[CH:8][CH:7]=[CH:6][C:3]=1[C:4]#[N:5].[CH2:10]([NH2:13])[CH2:11][CH3:12], predict the reaction product. The product is: [CH2:10]([NH:13][C:2]1[CH:9]=[CH:8][CH:7]=[CH:6][C:3]=1[C:4]#[N:5])[CH2:11][CH3:12]. (7) Given the reactants [C:1]12([C:11]3[CH:12]=[C:13]([C:19]4[CH:20]=[C:21]([CH:30]=[CH:31][CH:32]=4)[CH:22]=[C:23]4[S:27][C:26](=[S:28])[NH:25][C:24]4=[O:29])[CH:14]=[C:15]([F:18])[C:16]=3[OH:17])[CH2:10][CH:5]3[CH2:6][CH:7]([CH2:9][CH:3]([CH2:4]3)[CH2:2]1)[CH2:8]2.[Li+].[BH4-].N1C=CC=CC=1, predict the reaction product. The product is: [C:1]12([C:11]3[CH:12]=[C:13]([C:19]4[CH:20]=[C:21]([CH:30]=[CH:31][CH:32]=4)[CH2:22][CH:23]4[S:27][C:26](=[S:28])[NH:25][C:24]4=[O:29])[CH:14]=[C:15]([F:18])[C:16]=3[OH:17])[CH2:8][CH:7]3[CH2:9][CH:3]([CH2:4][CH:5]([CH2:6]3)[CH2:10]1)[CH2:2]2. (8) The product is: [NH2:23][C:21](=[O:22])[C:20](=[O:24])[CH:19]([NH:18][C:15]([C@H:9]1[CH2:10][CH2:11][CH2:12][C:13](=[O:14])[N:8]1[CH2:1][C:2]1[CH:3]=[CH:4][CH:5]=[CH:6][CH:7]=1)=[O:17])[CH2:25][C:26]1[CH:27]=[CH:28][CH:29]=[CH:30][CH:31]=1. Given the reactants [CH2:1]([N:8]1[C:13](=[O:14])[CH2:12][CH2:11][CH2:10][C@@H:9]1[C:15]([OH:17])=O)[C:2]1[CH:7]=[CH:6][CH:5]=[CH:4][CH:3]=1.[NH2:18][CH:19]([CH2:25][C:26]1[CH:31]=[CH:30][CH:29]=[CH:28][CH:27]=1)[CH:20]([OH:24])[C:21]([NH2:23])=[O:22].O[NH-].O=[N-], predict the reaction product.